Dataset: Forward reaction prediction with 1.9M reactions from USPTO patents (1976-2016). Task: Predict the product of the given reaction. (1) Given the reactants Cl[C:2]1[C:11]2=[N:12][N:13](CC3C=CC(OC)=CC=3)[CH:14]=[C:10]2[C:9]2[CH:8]=[C:7]([O:24][CH3:25])[CH:6]=[CH:5][C:4]=2[N:3]=1.C(OC([N:33]1[CH2:38][CH2:37][N:36]([C:39]2[CH:44]=[CH:43][CH:42]=[C:41]([NH2:45])[CH:40]=2)[CH2:35][CH2:34]1)=O)(C)(C)C.Cl, predict the reaction product. The product is: [CH3:25][O:24][C:7]1[CH:6]=[CH:5][C:4]2[N:3]=[C:2]([NH:45][C:41]3[CH:42]=[CH:43][CH:44]=[C:39]([N:36]4[CH2:37][CH2:38][NH:33][CH2:34][CH2:35]4)[CH:40]=3)[C:11]3=[N:12][NH:13][CH:14]=[C:10]3[C:9]=2[CH:8]=1. (2) Given the reactants [CH2:1]([C@@H:5]1[CH2:8][N:7]([O:9][CH2:10][C:11]2[CH:16]=[CH:15][CH:14]=[CH:13][CH:12]=2)[C:6]1=[O:17])[CH2:2][CH2:3][CH3:4].[OH2:18].[OH-].[Li+], predict the reaction product. The product is: [C:11]1([CH2:10][O:9][NH:7][CH2:8][C@@H:5]([CH2:1][CH2:2][CH2:3][CH3:4])[C:6]([OH:17])=[O:18])[CH:16]=[CH:15][CH:14]=[CH:13][CH:12]=1. (3) Given the reactants [CH2:1]([NH:5][C:6]([C:8]1[CH:24]=[CH:23][C:11]2[S:12][C:13]3[CH:21]=[CH:20][C:19]([Cl:22])=[CH:18][C:14]=3[C:15](Cl)=[N:16][C:10]=2[CH:9]=1)=[O:7])[CH2:2][CH2:3][CH3:4].[I-].[Cl:26][C:27]1[CH:32]=[CH:31][C:30]([Zn+])=[CH:29][CH:28]=1, predict the reaction product. The product is: [CH2:1]([NH:5][C:6]([C:8]1[CH:24]=[CH:23][C:11]2[S:12][C:13]3[CH:21]=[CH:20][C:19]([Cl:22])=[CH:18][C:14]=3[C:15]([C:30]3[CH:31]=[CH:32][C:27]([Cl:26])=[CH:28][CH:29]=3)=[N:16][C:10]=2[CH:9]=1)=[O:7])[CH2:2][CH2:3][CH3:4]. (4) Given the reactants [Cl:1][C:2]1[C:3]([N:32]2[CH2:37][CH2:36][N:35]([C:38]3[CH:43]=[CH:42][CH:41]=[CH:40][N:39]=3)[CH2:34][CH2:33]2)=[C:4]([F:31])[CH:5]=[C:6]2[C:11]=1[N:10]([C:12]1[CH:17]=[CH:16][C:15]([CH2:18][NH:19][CH:20]3[CH2:24][CH2:23][CH2:22][CH2:21]3)=[CH:14][CH:13]=1)[CH:9]=[C:8]([C:25]([O:27]CC)=[O:26])[C:7]2=[O:30].CCOCC, predict the reaction product. The product is: [Cl:1][C:2]1[C:3]([N:32]2[CH2:33][CH2:34][N:35]([C:38]3[CH:43]=[CH:42][CH:41]=[CH:40][N:39]=3)[CH2:36][CH2:37]2)=[C:4]([F:31])[CH:5]=[C:6]2[C:11]=1[N:10]([C:12]1[CH:17]=[CH:16][C:15]([CH2:18][NH:19][CH:20]3[CH2:24][CH2:23][CH2:22][CH2:21]3)=[CH:14][CH:13]=1)[CH:9]=[C:8]([C:25]([OH:27])=[O:26])[C:7]2=[O:30]. (5) Given the reactants [Br:1][C:2]1[C:6](I)=[C:5]([C:8]2[CH:13]=[CH:12][C:11]([F:14])=[CH:10][C:9]=2[Cl:15])[N:4]([CH3:16])[N:3]=1.C([Li])CCC.[F:22][C:23]1[CH:30]=[C:29]([F:31])[CH:28]=[CH:27][C:24]=1[CH:25]=[O:26].[Cl-].[NH4+], predict the reaction product. The product is: [Br:1][C:2]1[C:6]([CH:25]([C:24]2[CH:27]=[CH:28][C:29]([F:31])=[CH:30][C:23]=2[F:22])[OH:26])=[C:5]([C:8]2[CH:13]=[CH:12][C:11]([F:14])=[CH:10][C:9]=2[Cl:15])[N:4]([CH3:16])[N:3]=1.